This data is from Full USPTO retrosynthesis dataset with 1.9M reactions from patents (1976-2016). The task is: Predict the reactants needed to synthesize the given product. Given the product [CH3:1][C:2]1[N:3]=[C:4]([NH:7][C:8]([C:10]2[C:15]([NH:16][C:17]3[CH:18]=[N:19][CH:20]=[C:21]([F:31])[CH:22]=3)=[CH:14][CH:13]=[C:12]([CH3:23])[N:11]=2)=[O:9])[S:5][CH:6]=1, predict the reactants needed to synthesize it. The reactants are: [CH3:1][C:2]1[N:3]=[C:4]([NH:7][C:8]([C:10]2[C:15]([NH:16][C:17]3[CH:18]=[N:19][CH:20]=[CH:21][CH:22]=3)=[CH:14][CH:13]=[C:12]([CH3:23])[N:11]=2)=[O:9])[S:5][CH:6]=1.BrC1C=NC=C([F:31])C=1.